From a dataset of Reaction yield outcomes from USPTO patents with 853,638 reactions. Predict the reaction yield, written as a fraction of the theoretical maximum amount of product (1.0 means a 100% yield; for example, 0.34 means a 34% yield). The reactants are [C:1]([C:3]1[C:4]([CH:19]([C:23]2[CH:28]=[CH:27][C:26]([Cl:29])=[C:25]([Cl:30])[CH:24]=2)[CH2:20][CH:21]=O)=[C:5]([C:14]([O:16][CH2:17][CH3:18])=[O:15])[S:6][C:7]=1[N:8]1[CH2:13][CH2:12][O:11][CH2:10][CH2:9]1)#[N:2].Cl.[CH3:32][NH:33][CH3:34].C([O-])(=O)C.[Na+].C([BH3-])#N.[Na+].C([O-])(O)=O.[Na+]. The catalyst is CO.CCOC(C)=O. The product is [C:1]([C:3]1[C:4]([CH:19]([C:23]2[CH:28]=[CH:27][C:26]([Cl:29])=[C:25]([Cl:30])[CH:24]=2)[CH2:20][CH2:21][N:33]([CH3:34])[CH3:32])=[C:5]([C:14]([O:16][CH2:17][CH3:18])=[O:15])[S:6][C:7]=1[N:8]1[CH2:9][CH2:10][O:11][CH2:12][CH2:13]1)#[N:2]. The yield is 0.718.